This data is from Experimentally validated miRNA-target interactions with 360,000+ pairs, plus equal number of negative samples. The task is: Binary Classification. Given a miRNA mature sequence and a target amino acid sequence, predict their likelihood of interaction. (1) The miRNA is mmu-miR-490-3p with sequence CAACCUGGAGGACUCCAUGCUG. The protein sequence of the target gene is MPRNVPEVNGVYRHGACELWCRAMAHALLKRSGVRRGLGGREGPLKRLRLAVEDFVRTTSESEACESRSAVARSRPGGRKSRKELRKEKRHLRKARRLQRTVGSGSGDQGGNVGLNDGPETRRPPTEVRPTPAKATATPAKASAPSTNTKASAAQPKAKAKGAPGKPGPATATARKRALLAANEEEDREIRKLERCLGLHKRKKKGDGSSVPLSFARDGLDYILGALECGSGGGLYESSEEEEEEKLETGQTVLESDLESNSKESEEDPDWQVLQEDQEDVNSKRRGEAESGTRGNKGTK.... Result: 0 (no interaction). (2) The miRNA is hsa-miR-597-5p with sequence UGUGUCACUCGAUGACCACUGU. The protein sequence of the target gene is MSKRLRSSEVCADCSGPDPSWASVNRGTFLCDECCSVHRSLGRHISQVRHLKHTPWPPTLLQMVETLYNNGANSIWEHSLLDPASIMSGRRKANPQDKVHPNKAEFIRAKYQMLAFVHRLPCRDDDSVTAKDLSKQLHSSVRTGNLETCLRLLSLGAQANFFHPEKGNTPLHVASKAGQILQAELLAVYGADPGTQDSSGKTPVDYARQGGHHELAERLVEIQYELTDRLAFYLCGRKPDHKNGQHFIIPQMADSSLDLSELAKAAKKKLQSLSNHLFEELAMDVYDEVDRRETDAVWLA.... Result: 0 (no interaction). (3) The miRNA is hsa-miR-551b-5p with sequence GAAAUCAAGCGUGGGUGAGACC. The protein sequence of the target gene is MLKSNDCLFSLENLFFEKPDEVENHPDNEKSLDWFLPPAPLISEIPDTQELEEELESHKLLGQEKRPKMLTSNLKITNEDTNYISLTQKFQFAFPSDKYEQDDLNLEGVGNNDLSHIAGKLTYASQKYKNHIGTEIAPEKSVPDDTKLVNFAEDKGESTSVFRKRLFKISDNIHGSAYSNDNELDSHIGSVKIVQTEMNKGKSRNYSNSKQKFQYSANVFTANNAFSASEIGEGMFKAPSFSVAFQPHDIQEVTENGLGSLKAVTEIPAKFRSIFKEFPYFNYIQSKAFDDLLYTDRNFV.... Result: 1 (interaction). (4) The miRNA is mmu-miR-703 with sequence AAAACCUUCAGAAGGAAAGAA. Result: 1 (interaction). The protein sequence of the target gene is MMWGAGSSMAWFSAGSGSVNVSSVDPVEEPTGPATLLPSPRAWDVVLCISGTLVSCENALVVAIIVGTPAFRAPMFLLVGSLAVADLLAGLGLVLHFAADFCIGSPEMSLMLVGVLAMAFTASIGSLLAITVDRYLSLYNALTYYSETTVTRTYVMLALVWVGALGLGLVPVLAWNCRDGLTTCGVVYPLSKNHLVVLAIAFFMVFGIMLQLYAQICRIVCRHAQQIALQRHLLPASHYVATRKGIATLAVVLGAFAACWLPFTVYCLLGDADSPRLYTYLTLLPATYNSMINPVIYAFR.... (5) The protein sequence of the target gene is MHPDLSPHLHTEECNVLINLLKECHKNHNILKFFGHCNDLDREMRKCLKNEYSERRTRSREHGAAMRRRLSDPPEEAGR. The miRNA is rno-miR-151-5p with sequence UCGAGGAGCUCACAGUCUAGU. Result: 0 (no interaction). (6) The miRNA is cel-miR-253-5p with sequence CUUUUCACACACCUCACUAACA. The protein sequence of the target gene is MAMARSRRDSVWKYCWGLLMVLCRTAISRSIVLEPIYWNSSNSKFLPGQGLVLYPQIGDKLDIICPKVDSKTVGQYEYYKVYMVDKDQADRCTIKKENTPLLNCARPDQDVKFTIKFQEFSPNLWGLEFQKNKDYYIISTSNGSLEGLDNQEGGVCQTRAMKILMKVGQDASSAGSARNHGPTRRPELEAGTNGRSSTTSPFVKPNPGSSTDGNSAGHSGNNLLGSEVALFAGIASGCIIFIVIIITLVVLLLKYRRRHRKHSPQHTTTLSLSTLATPKRGGNNNGSEPSDVIIPLRTAD.... Result: 0 (no interaction).